This data is from Full USPTO retrosynthesis dataset with 1.9M reactions from patents (1976-2016). The task is: Predict the reactants needed to synthesize the given product. (1) Given the product [CH2:1]([O:8][C:9]([N:11]1[CH2:15][CH2:14][CH2:13][C@H:12]1[CH2:16][C:18]1[C:26]2[C:21](=[CH:22][CH:23]=[CH:24][CH:25]=2)[NH:20][CH:19]=1)=[O:10])[C:2]1[CH:3]=[CH:4][CH:5]=[CH:6][CH:7]=1, predict the reactants needed to synthesize it. The reactants are: [CH2:1]([O:8][C:9]([N:11]1[CH2:15][CH2:14][CH2:13][C@H:12]1[C:16]([C:18]1[C:26]2[C:21](=[CH:22][CH:23]=[CH:24][CH:25]=2)[NH:20][CH:19]=1)=O)=[O:10])[C:2]1[CH:7]=[CH:6][CH:5]=[CH:4][CH:3]=1.[BH4-].[Li+]. (2) Given the product [Cl:4][C:5]1[CH:10]=[CH:9][C:8]([S:11]([N:14]2[CH:19]3[CH2:20][CH2:21][CH2:22][CH:15]2[C:16]2[CH:24]=[N:3][N:2]([CH3:1])[C:17]=2[CH2:18]3)(=[O:13])=[O:12])=[CH:7][CH:6]=1, predict the reactants needed to synthesize it. The reactants are: [CH3:1][NH:2][NH2:3].[Cl:4][C:5]1[CH:10]=[CH:9][C:8]([S:11]([N:14]2[CH:19]3[CH2:20][CH2:21][CH2:22][CH:15]2[C:16](=[CH:24]O)[C:17](=O)[CH2:18]3)(=[O:13])=[O:12])=[CH:7][CH:6]=1. (3) The reactants are: [C:1]([CH2:4][CH2:5][CH2:6][N:7]([CH3:61])[C@H:8]([C:12]([NH:14][C@H:15]([C:19]([N:21]([C@@H:23]([C@@H:57]([CH3:60])[CH2:58][CH3:59])[C@H:24]([O:55][CH3:56])[CH2:25][C:26]([N:28]1[CH2:32][CH2:31][CH2:30][C@H:29]1[C@H:33]([O:53][CH3:54])[C@@H:34]([CH3:52])[C:35]([NH:37][C@@H:38]([CH2:42][C:43]1[C:51]2[C:46](=[CH:47][CH:48]=[CH:49][CH:50]=2)[NH:45][CH:44]=1)[C:39]([NH2:41])=[O:40])=[O:36])=[O:27])[CH3:22])=[O:20])[CH:16]([CH3:18])[CH3:17])=[O:13])[CH:9]([CH3:11])[CH3:10])(O)=[O:2].F[P-](F)(F)(F)(F)F.N1(OC(N(C)C)=[N+](C)C)C2N=CC=CC=2N=N1.C(N(CC)C(C)C)(C)C.C(OC(=O)[NH:101][CH2:102][CH2:103][CH2:104][CH2:105][CH2:106][C:107]([NH:109][NH2:110])=[O:108])(C)(C)C.[F:112][C:113]([F:118])([F:117])[C:114]([OH:116])=[O:115]. Given the product [F:112][C:113]([F:118])([F:117])[C:114]([OH:116])=[O:115].[NH2:101][CH2:102][CH2:103][CH2:104][CH2:105][CH2:106][C:107]([NH:109][NH:110][C:1](=[O:2])[CH2:4][CH2:5][CH2:6][N:7]([CH3:61])[C@H:8]([C:12]([NH:14][C@H:15]([C:19]([N:21]([C@@H:23]([C@@H:57]([CH3:60])[CH2:58][CH3:59])[C@H:24]([O:55][CH3:56])[CH2:25][C:26]([N:28]1[CH2:32][CH2:31][CH2:30][C@H:29]1[C@H:33]([O:53][CH3:54])[C@@H:34]([CH3:52])[C:35]([NH:37][C@@H:38]([CH2:42][C:43]1[C:51]2[C:46](=[CH:47][CH:48]=[CH:49][CH:50]=2)[NH:45][CH:44]=1)[C:39]([NH2:41])=[O:40])=[O:36])=[O:27])[CH3:22])=[O:20])[CH:16]([CH3:18])[CH3:17])=[O:13])[CH:9]([CH3:11])[CH3:10])=[O:108], predict the reactants needed to synthesize it. (4) The reactants are: [C:1]([C:4]1[CH:27]=[CH:26][C:7]([O:8][CH2:9][C:10]2[CH:15]=[CH:14][C:13]([CH:16](O)[C:17]3[CH:18]=[C:19]([CH:22]=[CH:23][CH:24]=3)[C:20]#[N:21])=[CH:12][CH:11]=2)=[C:6]([CH2:28][CH2:29][CH3:30])[C:5]=1[OH:31])(=[O:3])[CH3:2].N12CCCN=C1CCCCC2.C1(P([N:57]=[N+:58]=[N-:59])(C2C=CC=CC=2)=O)C=CC=CC=1. Given the product [C:1]([C:4]1[CH:27]=[CH:26][C:7]([O:8][CH2:9][C:10]2[CH:15]=[CH:14][C:13]([CH:16]([N:57]=[N+:58]=[N-:59])[C:17]3[CH:18]=[C:19]([CH:22]=[CH:23][CH:24]=3)[C:20]#[N:21])=[CH:12][CH:11]=2)=[C:6]([CH2:28][CH2:29][CH3:30])[C:5]=1[OH:31])(=[O:3])[CH3:2], predict the reactants needed to synthesize it. (5) Given the product [CH2:34]([O:26][C:25]([C:10]1[S:9][C:8]([CH:3]=[O:29])=[C:12]([CH3:13])[CH:11]=1)=[O:27])[C:35]1[CH:40]=[CH:39][CH:38]=[CH:37][CH:36]=1, predict the reactants needed to synthesize it. The reactants are: CN1CCN(C)[CH:3]1[C:8]1[S:9][CH:10]=[CH:11][C:12]=1[CH3:13].C([Li])CCC.CCCCCC.[C:25](=[O:27])=[O:26].C(=O)([O-])[O-:29].[K+].[K+].[CH2:34](Br)[C:35]1[CH:40]=[CH:39][CH:38]=[CH:37][CH:36]=1. (6) Given the product [CH2:31]([O:30][C:28](=[O:29])[CH:27]([OH:36])[CH2:23][C:20]1[CH:21]=[CH:22][C:17]([CH2:16][CH2:15][N:7]([C:6]([O:5][C:1]([CH3:4])([CH3:3])[CH3:2])=[O:25])[CH2:8][CH2:9][CH2:10][CH2:11][CH2:12][CH2:13][CH3:14])=[CH:18][CH:19]=1)[CH3:32], predict the reactants needed to synthesize it. The reactants are: [C:1]([O:5][C:6](=[O:25])[N:7]([CH2:15][CH2:16][C:17]1[CH:22]=[CH:21][C:20]([CH:23]=O)=[CH:19][CH:18]=1)[CH2:8][CH2:9][CH2:10][CH2:11][CH2:12][CH2:13][CH3:14])([CH3:4])([CH3:3])[CH3:2].Cl[CH2:27][C:28]([O:30][CH2:31][CH3:32])=[O:29].[H-].[Na+].C([O-])=[O:36].[NH4+]. (7) The reactants are: [CH3:1][C:2]1[CH:3]=[C:4]([CH:7]=[CH:8][C:9]=1[CH:10]=O)[C:5]#[N:6].[CH3:12][C:13](=[O:18])[CH2:14][C:15](=[O:17])[CH3:16].C(O)(=O)C.N1CCCCC1. Given the product [C:15]([C:14]([C:13](=[O:18])[CH3:12])=[CH:10][C:9]1[CH:8]=[CH:7][C:4]([C:5]#[N:6])=[CH:3][C:2]=1[CH3:1])(=[O:17])[CH3:16], predict the reactants needed to synthesize it. (8) Given the product [C:1]1([C:18]2[CH:23]=[CH:22][CH:21]=[CH:20][CH:19]=2)[CH:2]=[CH:3][C:4]([C@@:7]2([S:16][CH3:17])[CH2:11][N:10]([C:40](=[O:41])[C@@H:39]([NH:38][C:36]([O:35][C:31]([CH3:34])([CH3:33])[CH3:32])=[O:37])[C:43]([CH3:46])([CH3:45])[CH3:44])[C@H:9]([C:12]([O:14][CH3:15])=[O:13])[CH2:8]2)=[CH:5][CH:6]=1, predict the reactants needed to synthesize it. The reactants are: [C:1]1([C:18]2[CH:23]=[CH:22][CH:21]=[CH:20][CH:19]=2)[CH:6]=[CH:5][C:4]([C@@:7]2([S:16][CH3:17])[CH2:11][NH:10][C@H:9]([C:12]([O:14][CH3:15])=[O:13])[CH2:8]2)=[CH:3][CH:2]=1.C(O)(C(F)(F)F)=O.[C:31]([O:35][C:36]([NH:38][C@@H:39]([C:43]([CH3:46])([CH3:45])[CH3:44])[C:40](O)=[O:41])=[O:37])([CH3:34])([CH3:33])[CH3:32].CN(C(ON1N=NC2C=CC=NC1=2)=[N+](C)C)C.F[P-](F)(F)(F)(F)F.C(N(CC)C(C)C)(C)C. (9) Given the product [Cl:1][C:2]1[CH:3]=[C:4]([C:9]2[CH:10]=[CH:11][C:12](/[C:15](/[CH3:19])=[CH:16]/[CH2:17][O:18][C:33]3[CH:32]=[CH:31][C:30]([CH2:29][C@H:23]([O:22][CH2:20][CH3:21])[C:24]([O:26][CH2:27][CH3:28])=[O:25])=[CH:35][CH:34]=3)=[CH:13][CH:14]=2)[CH:5]=[C:6]([Cl:8])[CH:7]=1, predict the reactants needed to synthesize it. The reactants are: [Cl:1][C:2]1[CH:3]=[C:4]([C:9]2[CH:14]=[CH:13][C:12](/[C:15](/[CH3:19])=[CH:16]/[CH2:17][OH:18])=[CH:11][CH:10]=2)[CH:5]=[C:6]([Cl:8])[CH:7]=1.[CH2:20]([O:22][C@@H:23]([CH2:29][C:30]1[CH:35]=[CH:34][C:33](O)=[CH:32][CH:31]=1)[C:24]([O:26][CH2:27][CH3:28])=[O:25])[CH3:21].